Dataset: NCI-60 drug combinations with 297,098 pairs across 59 cell lines. Task: Regression. Given two drug SMILES strings and cell line genomic features, predict the synergy score measuring deviation from expected non-interaction effect. Drug 1: C1C(C(OC1N2C=NC3=C2NC=NCC3O)CO)O. Drug 2: CC12CCC3C(C1CCC2OP(=O)(O)O)CCC4=C3C=CC(=C4)OC(=O)N(CCCl)CCCl.[Na+]. Cell line: DU-145. Synergy scores: CSS=9.13, Synergy_ZIP=-2.30, Synergy_Bliss=0.375, Synergy_Loewe=-4.95, Synergy_HSA=-0.656.